From a dataset of Reaction yield outcomes from USPTO patents with 853,638 reactions. Predict the reaction yield, written as a fraction of the theoretical maximum amount of product (1.0 means a 100% yield; for example, 0.34 means a 34% yield). The reactants are [NH2:1][CH2:2][C:3]1[CH:8]=[CH:7][C:6]([C:9]2[C:14]([CH3:15])=[CH:13][CH:12]=[C:11]([NH:16][C:17]([C:19]3([C:22]4[CH:30]=[CH:29][C:25]5[O:26][CH2:27][O:28][C:24]=5[CH:23]=4)[CH2:21][CH2:20]3)=[O:18])[CH:10]=2)=[CH:5][CH:4]=1.[C:31](Cl)(=[O:34])[CH2:32][CH3:33].CCN(CC)CC. The catalyst is ClCCl. The product is [O:26]1[C:25]2[CH:29]=[CH:30][C:22]([C:19]3([C:17]([NH:16][C:11]4[CH:10]=[C:9]([C:6]5[CH:5]=[CH:4][C:3]([CH2:2][NH:1][C:31](=[O:34])[CH2:32][CH3:33])=[CH:8][CH:7]=5)[C:14]([CH3:15])=[CH:13][CH:12]=4)=[O:18])[CH2:20][CH2:21]3)=[CH:23][C:24]=2[O:28][CH2:27]1. The yield is 0.280.